From a dataset of Full USPTO retrosynthesis dataset with 1.9M reactions from patents (1976-2016). Predict the reactants needed to synthesize the given product. (1) Given the product [Br:9][C:10]1[CH:15]=[CH:14][C:13]([O:4][CH3:1])=[C:12]([CH2:17][CH3:18])[CH:11]=1, predict the reactants needed to synthesize it. The reactants are: [C:1](=[O:4])([O-])[O-].[K+].[K+].CI.[Br:9][C:10]1[CH:15]=[CH:14][C:13](O)=[C:12]([CH2:17][CH3:18])[CH:11]=1. (2) Given the product [F:19][C:20]1[CH:25]=[C:24]([F:26])[CH:23]=[CH:22][C:21]=1[S:27]([NH:30][C:31]1[C:32]([O:46][CH3:47])=[N:33][CH:34]=[C:35]([C:2]2[CH:3]=[CH:4][C:5]3[N:6]([C:8]([C:11]#[C:12][CH:13]([OH:15])[CH3:14])=[CH:9][N:10]=3)[N:7]=2)[CH:36]=1)(=[O:29])=[O:28], predict the reactants needed to synthesize it. The reactants are: Br[C:2]1[CH:3]=[CH:4][C:5]2[N:6]([C:8]([C:11]#[C:12][CH:13]([OH:15])[CH3:14])=[CH:9][N:10]=2)[N:7]=1.C(Cl)Cl.[F:19][C:20]1[CH:25]=[C:24]([F:26])[CH:23]=[CH:22][C:21]=1[S:27]([NH:30][C:31]1[C:32]([O:46][CH3:47])=[N:33][CH:34]=[C:35](B2OC(C)(C)C(C)(C)O2)[CH:36]=1)(=[O:29])=[O:28].C([O-])([O-])=O.[Na+].[Na+]. (3) The reactants are: [CH3:1][NH:2][C:3]1([C:8]#[N:9])[CH2:7][CH2:6][CH2:5][CH2:4]1.[CH3:10][C:11]1[O:15][N:14]=[C:13](CN)[CH:12]=1.C1(=O)CCCC1. Given the product [CH3:10][C:11]1[O:15][N:14]=[C:13]([CH2:1][NH:2][C:3]2([C:8]#[N:9])[CH2:7][CH2:6][CH2:5][CH2:4]2)[CH:12]=1, predict the reactants needed to synthesize it. (4) Given the product [N:16]1([C:10]2[CH:11]=[C:12]3[C:7](=[CH:8][CH:9]=2)[CH:6]=[C:5]([C:3]([O:2][CH3:1])=[O:4])[CH:14]=[CH:13]3)[CH:20]=[CH:19][CH:18]=[N:17]1, predict the reactants needed to synthesize it. The reactants are: [CH3:1][O:2][C:3]([C:5]1[CH:14]=[CH:13][C:12]2[C:7](=[CH:8][CH:9]=[C:10](Br)[CH:11]=2)[CH:6]=1)=[O:4].[NH:16]1[CH:20]=[CH:19][CH:18]=[N:17]1. (5) Given the product [CH:1]([O:4][C:5]1[CH:6]=[CH:7][C:8]([C:11](=[O:13])[CH2:12][C:16]([O:17][CH3:18])=[O:19])=[CH:9][CH:10]=1)([CH3:3])[CH3:2], predict the reactants needed to synthesize it. The reactants are: [CH:1]([O:4][C:5]1[CH:10]=[CH:9][C:8]([C:11](=[O:13])[CH3:12])=[CH:7][CH:6]=1)([CH3:3])[CH3:2].[H-].[Na+].[C:16](=O)([O:19]C)[O:17][CH3:18].